This data is from Catalyst prediction with 721,799 reactions and 888 catalyst types from USPTO. The task is: Predict which catalyst facilitates the given reaction. (1) Reactant: [CH3:1][O:2][C:3]1[CH:4]=[C:5]2[C:9](=[CH:10][CH:11]=1)[NH:8][CH:7]=[C:6]2[CH:12]1[CH2:17][CH2:16][C:15](=O)[CH2:14][CH2:13]1.[NH:19]1[C:27]2[C:22](=[C:23]([N:28]3[CH2:33][CH2:32][NH:31][CH2:30][CH2:29]3)[CH:24]=[CH:25][CH:26]=2)[CH:21]=[CH:20]1.C(O[BH-](OC(=O)C)OC(=O)C)(=O)C.[Na+].C(O)(=O)C. Product: [CH3:1][O:2][C:3]1[CH:4]=[C:5]2[C:9](=[CH:10][CH:11]=1)[NH:8][CH:7]=[C:6]2[C@H:12]1[CH2:17][CH2:16][C@@H:15]([N:31]2[CH2:32][CH2:33][N:28]([C:23]3[CH:24]=[CH:25][CH:26]=[C:27]4[C:22]=3[CH:21]=[CH:20][NH:19]4)[CH2:29][CH2:30]2)[CH2:14][CH2:13]1. The catalyst class is: 26. (2) Reactant: [OH-].[Na+].[CH:3]1([N:6]2[C:14]3[C:9](=[C:10]([O:20][CH3:21])[CH:11]=[C:12]([C:15]([O:17]CC)=[O:16])[CH:13]=3)[C:8]([CH3:22])=[CH:7]2)[CH2:5][CH2:4]1.Cl. The catalyst class is: 5. Product: [CH:3]1([N:6]2[C:14]3[C:9](=[C:10]([O:20][CH3:21])[CH:11]=[C:12]([C:15]([OH:17])=[O:16])[CH:13]=3)[C:8]([CH3:22])=[CH:7]2)[CH2:4][CH2:5]1. (3) Reactant: CCN=C=NCCCN(C)C.Cl.[NH:13]([C:20]([O:22][C:23]([CH3:26])([CH3:25])[CH3:24])=[O:21])[C:14]([C:17]([OH:19])=O)([CH3:16])[CH3:15].[NH2:27][C@H:28]([C:36]([NH:38][C:39]1[CH:44]=[CH:43][CH:42]=[CH:41][CH:40]=1)=[O:37])[CH2:29][C:30]1[CH:35]=[CH:34][CH:33]=[CH:32][CH:31]=1. Product: [NH:13]([C:20]([O:22][C:23]([CH3:26])([CH3:25])[CH3:24])=[O:21])[C:14]([C:17]([NH:27][C@H:28]([C:36]([NH:38][C:39]1[CH:44]=[CH:43][CH:42]=[CH:41][CH:40]=1)=[O:37])[CH2:29][C:30]1[CH:35]=[CH:34][CH:33]=[CH:32][CH:31]=1)=[O:19])([CH3:15])[CH3:16]. The catalyst class is: 1. (4) Reactant: [C:1]([O:5][C:6]([N:8]1[CH2:12][C@H:11]([OH:13])[CH2:10][C@H:9]1[CH3:14])=[O:7])([CH3:4])([CH3:3])[CH3:2].[C:15]1([CH3:25])[CH:20]=[CH:19][C:18]([S:21](Cl)(=[O:23])=[O:22])=[CH:17][CH:16]=1.O. Product: [C:1]([O:5][C:6]([N:8]1[CH2:12][C@H:11]([O:13][S:21]([C:18]2[CH:19]=[CH:20][C:15]([CH3:25])=[CH:16][CH:17]=2)(=[O:23])=[O:22])[CH2:10][C@H:9]1[CH3:14])=[O:7])([CH3:4])([CH3:2])[CH3:3]. The catalyst class is: 236. (5) The catalyst class is: 3. Reactant: [Br:1][C:2]1[CH:3]=[C:4]2[C:8](=[CH:9][CH:10]=1)[NH:7][CH:6]=[CH:5]2.[H-].[Na+].Br[CH2:14][C:15]([O:17][CH2:18][CH3:19])=[O:16]. Product: [CH2:18]([O:17][C:15](=[O:16])[CH2:14][N:7]1[C:8]2[C:4](=[CH:3][C:2]([Br:1])=[CH:10][CH:9]=2)[CH:5]=[CH:6]1)[CH3:19]. (6) Reactant: C([O:8][C:9]([C:11]1[N:19]2[C:14]([CH:15]=[CH:16][CH:17]=[CH:18]2)=[C:13]([NH:20][C:21]([N:23]2[CH2:27][CH2:26][CH2:25][C@H:24]2[C:28](=[O:41])[NH:29][C:30]2[CH:35]=[CH:34][CH:33]=[C:32]([O:36][C:37]([F:40])([F:39])[F:38])[CH:31]=2)=[O:22])[CH:12]=1)=[O:10])C1C=CC=CC=1. Product: [F:40][C:37]([F:38])([F:39])[O:36][C:32]1[CH:31]=[C:30]([NH:29][C:28]([C@@H:24]2[CH2:25][CH2:26][CH2:27][N:23]2[C:21]([NH:20][C:13]2[CH:12]=[C:11]([C:9]([OH:10])=[O:8])[N:19]3[C:14]=2[CH:15]=[CH:16][CH:17]=[CH:18]3)=[O:22])=[O:41])[CH:35]=[CH:34][CH:33]=1. The catalyst class is: 123. (7) Reactant: C(OC([N:8]1[C:16]2[C:11](=[CH:12][C:13]([O:17][CH3:18])=[CH:14][CH:15]=2)[CH:10]=[C:9]1[C:19]1[CH:27]=[CH:26][C:25]([N+:28]([O-:30])=[O:29])=[C:24]2[C:20]=1[C:21](=[O:31])[NH:22][CH2:23]2)=O)(C)(C)C.C(O)(C(F)(F)F)=O. Product: [CH3:18][O:17][C:13]1[CH:12]=[C:11]2[C:16](=[CH:15][CH:14]=1)[NH:8][C:9]([C:19]1[CH:27]=[CH:26][C:25]([N+:28]([O-:30])=[O:29])=[C:24]3[C:20]=1[C:21](=[O:31])[NH:22][CH2:23]3)=[CH:10]2. The catalyst class is: 2.